Dataset: Full USPTO retrosynthesis dataset with 1.9M reactions from patents (1976-2016). Task: Predict the reactants needed to synthesize the given product. (1) Given the product [ClH:37].[NH2:7][C:8]1[C@:9]([CH3:35])([C:31]([F:34])([F:32])[F:33])[O:10][CH2:11][C@:12]([C:15]2[CH:16]=[C:17]([NH:21][C:22]([C:24]3[CH:29]=[CH:28][C:27]([Br:30])=[CH:26][N:25]=3)=[O:23])[CH:18]=[CH:19][CH:20]=2)([CH3:14])[N:13]=1, predict the reactants needed to synthesize it. The reactants are: C(OC(=O)[NH:7][C:8]1[C@:9]([CH3:35])([C:31]([F:34])([F:33])[F:32])[O:10][CH2:11][C@:12]([C:15]2[CH:20]=[CH:19][CH:18]=[C:17]([NH:21][C:22]([C:24]3[CH:29]=[CH:28][C:27]([Br:30])=[CH:26][N:25]=3)=[O:23])[CH:16]=2)([CH3:14])[N:13]=1)(C)(C)C.[ClH:37]. (2) Given the product [Cl:12][C:11]1[CH:10]=[CH:9][C:4]([C:5]([O:7][CH3:8])=[O:6])=[C:3]([NH:13][CH2:14][CH2:15][CH2:16][OH:17])[C:2]=1[NH:1][C:19](=[S:20])[NH:18][C:21]1[C:26]([CH3:27])=[N:25][C:24]([CH3:28])=[CH:23][N:22]=1, predict the reactants needed to synthesize it. The reactants are: [NH2:1][C:2]1[C:3]([NH:13][CH2:14][CH2:15][CH2:16][OH:17])=[C:4]([CH:9]=[CH:10][C:11]=1[Cl:12])[C:5]([O:7][CH3:8])=[O:6].[N:18]([C:21]1[C:26]([CH3:27])=[N:25][C:24]([CH3:28])=[CH:23][N:22]=1)=[C:19]=[S:20]. (3) Given the product [Cl:14][C:7]1[N:6]=[CH:5][C:4]2[C:9](=[CH:10][C:11]([O:12][CH3:13])=[C:2]([C:19]3[CH:18]=[C:17]([O:16][CH3:15])[CH:22]=[C:21]([O:23][CH3:24])[CH:20]=3)[CH:3]=2)[N:8]=1, predict the reactants needed to synthesize it. The reactants are: Br[C:2]1[CH:3]=[C:4]2[C:9](=[CH:10][C:11]=1[O:12][CH3:13])[N:8]=[C:7]([Cl:14])[N:6]=[CH:5]2.[CH3:15][O:16][C:17]1[CH:18]=[C:19](B(O)O)[CH:20]=[C:21]([O:23][CH3:24])[CH:22]=1.C(=O)([O-])[O-].[Ce+3].C(=O)([O-])[O-].C(=O)([O-])[O-].[Ce+3]. (4) Given the product [F:15][B-:16]([F:19])([F:18])[F:17].[Cl:1][C:2]1[CH:8]=[CH:7][C:5]([N+:6]#[N:11])=[CH:4][C:3]=1[CH3:9], predict the reactants needed to synthesize it. The reactants are: [Cl:1][C:2]1[CH:8]=[CH:7][C:5]([NH2:6])=[CH:4][C:3]=1[CH3:9].Cl.[N:11]([O-])=O.[Na+].[F:15][B-:16]([F:19])([F:18])[F:17].[Na+]. (5) Given the product [Br:9][C:6]1[C:5]([OH:8])=[CH:4][CH:3]=[C:2]([CH3:1])[N:7]=1, predict the reactants needed to synthesize it. The reactants are: [CH3:1][C:2]1[N:7]=[CH:6][C:5]([OH:8])=[CH:4][CH:3]=1.[Br:9]Br. (6) Given the product [Br:1][C:2]1[CH:3]=[CH:4][C:5]([CH:8]([OH:12])[CH:9]([F:11])[F:10])=[CH:6][CH:7]=1, predict the reactants needed to synthesize it. The reactants are: [Br:1][C:2]1[CH:7]=[CH:6][C:5]([C:8](=[O:12])[CH:9]([F:11])[F:10])=[CH:4][CH:3]=1.[BH4-].[Na+]. (7) Given the product [Cl:1][C:2]1[CH:3]=[CH:4][C:5]([S:8]([NH:11][CH2:53][C:52]2[C:48]([I:47])=[N:49][N:50]([CH2:55][O:56][CH2:57][CH2:58][Si:59]([CH3:62])([CH3:61])[CH3:60])[CH:51]=2)(=[O:9])=[O:10])=[CH:6][CH:7]=1, predict the reactants needed to synthesize it. The reactants are: [Cl:1][C:2]1[CH:7]=[CH:6][C:5]([S:8]([N:11]2CC3C=NNC=3N3C=C(C)N=C23)(=[O:10])=[O:9])=[CH:4][CH:3]=1.ClC1C=CC(S(N2CC3C=NNC=3N3C(C)=CN=C23)(=O)=O)=CC=1.[I:47][C:48]1[C:52]([CH:53]=O)=[CH:51][N:50]([CH2:55][O:56][CH2:57][CH2:58][Si:59]([CH3:62])([CH3:61])[CH3:60])[N:49]=1.ClC1C=CC(S(N)(=O)=O)=CC=1.C1(NC(C)CC(OC(C)(C)C)=O)C=CC=CC=1. (8) Given the product [C:8]([O:9][C:10]1[CH:15]=[CH:14][C:13]([C:16]2[CH:21]=[CH:20][CH:19]=[CH:18][CH:17]=2)=[CH:12][CH:11]=1)#[CH:7], predict the reactants needed to synthesize it. The reactants are: [Li]CCCC.I/[CH:7]=[CH:8]/[O:9][C:10]1[CH:15]=[CH:14][C:13]([C:16]2[CH:21]=[CH:20][CH:19]=[CH:18][CH:17]=2)=[CH:12][CH:11]=1. (9) Given the product [F:49][C:48]([F:51])([F:50])[C:46]([OH:52])=[O:47].[CH3:41][N:36]([S:37]([CH3:40])(=[O:39])=[O:38])[C:31]1[C:30]([CH2:29][NH:28][C:26]2[C:25]([C:42]([F:45])([F:43])[F:44])=[CH:24][N:23]=[C:22]([NH:1][C:4]3[CH:5]=[C:6]([CH:18]=[CH:19][CH:20]=3)[CH2:7][P:8](=[O:17])([O:13][CH:14]([CH3:16])[CH3:15])[O:9][CH:10]([CH3:12])[CH3:11])[N:27]=2)=[CH:35][CH:34]=[CH:33][N:32]=1, predict the reactants needed to synthesize it. The reactants are: [N+:1]([C:4]1[CH:5]=[C:6]([CH:18]=[CH:19][CH:20]=1)[CH2:7][P:8](=[O:17])([O:13][CH:14]([CH3:16])[CH3:15])[O:9][CH:10]([CH3:12])[CH3:11])([O-])=O.Cl[C:22]1[N:27]=[C:26]([NH:28][CH2:29][C:30]2[C:31]([N:36]([CH3:41])[S:37]([CH3:40])(=[O:39])=[O:38])=[N:32][CH:33]=[CH:34][CH:35]=2)[C:25]([C:42]([F:45])([F:44])[F:43])=[CH:24][N:23]=1.[C:46]([OH:52])([C:48]([F:51])([F:50])[F:49])=[O:47]. (10) Given the product [N:7]1[CH:12]=[CH:11][CH:10]=[C:9]([S:13]([Cl:19])(=[O:16])=[O:14])[CH:8]=1, predict the reactants needed to synthesize it. The reactants are: P(Cl)(Cl)(Cl)(Cl)Cl.[N:7]1[CH:12]=[CH:11][CH:10]=[C:9]([S:13]([OH:16])(=O)=[O:14])[CH:8]=1.P(Cl)(Cl)([Cl:19])=O.